Task: Predict the reaction yield, written as a fraction of the theoretical maximum amount of product (1.0 means a 100% yield; for example, 0.34 means a 34% yield).. Dataset: Reaction yield outcomes from USPTO patents with 853,638 reactions (1) The catalyst is O1CCCC1. The yield is 0.410. The product is [NH:17]1[CH:2]=[CH:5][C:21]([C:20]([O:24][CH3:25])=[O:23])=[CH:22]1. The reactants are C[C:2]([CH3:5])([O-])C.[K+].C1(C)C=CC(S(C[N+:17]#[C-])(=O)=O)=CC=1.[C:20]([O:24][CH3:25])(=[O:23])[CH:21]=[CH2:22].O. (2) The reactants are [N:1]1([C:7]2[N:12]=[CH:11][C:10]([NH2:13])=[C:9]([C:14]3[CH:19]=[CH:18][CH:17]=[CH:16][C:15]=3[CH3:20])[CH:8]=2)[CH2:6][CH2:5][O:4][CH2:3][CH2:2]1.[H-].[Al+3].[Li+].[H-].[H-].[H-].Cl.[OH-].[Na+].[CH:30](OC)(OC)OC. The catalyst is FC(F)(F)C(O)=O.O1CCCC1. The product is [CH3:30][NH:13][C:10]1[CH:11]=[N:12][C:7]([N:1]2[CH2:6][CH2:5][O:4][CH2:3][CH2:2]2)=[CH:8][C:9]=1[C:14]1[CH:19]=[CH:18][CH:17]=[CH:16][C:15]=1[CH3:20]. The yield is 0.660. (3) The reactants are [N+:1]([CH2:4][CH2:5][O:6][CH:7]1[CH2:12][CH2:11][CH2:10][CH2:9][O:8]1)([O-:3])=O.[C:13]([C:15]1[CH:20]=[C:19]([C:21]([F:24])([F:23])[F:22])[CH:18]=[C:17]([C:25]([F:28])([F:27])[F:26])[CH:16]=1)#[CH:14].N(C1C=CC=CC=1)=C=O.O. The catalyst is C(#N)C. The product is [O:8]1[CH2:9][CH2:10][CH2:11][CH2:12][CH:7]1[O:6][CH2:5][C:4]1[CH:14]=[C:13]([C:15]2[CH:16]=[C:17]([C:25]([F:26])([F:27])[F:28])[CH:18]=[C:19]([C:21]([F:22])([F:23])[F:24])[CH:20]=2)[O:3][N:1]=1. The yield is 0.410. (4) The reactants are [NH2:1][C:2]1[C:11]2[C:6](=[C:7](I)[C:8]([F:12])=[CH:9][CH:10]=2)[N:5]=[N:4][C:3]=1[C:14]([NH:16][CH2:17][CH2:18][CH3:19])=[O:15].[F:20][C:21]1[C:26]([O:27][CH3:28])=[CH:25][CH:24]=[CH:23][C:22]=1B(O)O. The yield is 0.290. The product is [NH2:1][C:2]1[C:11]2[C:6](=[C:7]([C:22]3[CH:23]=[CH:24][CH:25]=[C:26]([O:27][CH3:28])[C:21]=3[F:20])[C:8]([F:12])=[CH:9][CH:10]=2)[N:5]=[N:4][C:3]=1[C:14]([NH:16][CH2:17][CH2:18][CH3:19])=[O:15]. No catalyst specified. (5) The reactants are C(=O)([O-])[O-].[K+].[K+].[CH3:7][O:8][C:9](=[O:30])[C:10]1[CH:15]=[CH:14][C:13]([OH:16])=[C:12]([NH:17][S:18]([C:21]2[CH:26]=[C:25]([Cl:27])[CH:24]=[CH:23][C:22]=2[O:28][CH3:29])(=[O:20])=[O:19])[CH:11]=1.Br[CH2:32][CH2:33][CH2:34]Br. The catalyst is CN(C)C=O. The product is [CH3:7][O:8][C:9]([C:10]1[CH:15]=[CH:14][C:13]2[O:16][CH2:34][CH2:33][CH2:32][N:17]([S:18]([C:21]3[CH:26]=[C:25]([Cl:27])[CH:24]=[CH:23][C:22]=3[O:28][CH3:29])(=[O:19])=[O:20])[C:12]=2[CH:11]=1)=[O:30]. The yield is 0.900. (6) The reactants are [F:1][C:2]([F:15])([O:6][C:7]1[CH:8]=[C:9]([CH:12]=[CH:13][CH:14]=1)[CH:10]=[O:11])[CH:3]([F:5])[F:4].[O:16]([C:23]1[CH:24]=[C:25]([NH:29][CH2:30][CH:31](O)[C:32]([F:35])([F:34])[F:33])[CH:26]=[CH:27][CH:28]=1)[C:17]1[CH:22]=[CH:21][CH:20]=[CH:19][CH:18]=1. The catalyst is [Zn+2].[I-].[I-].C1(C)C=CC=CC=1. The product is [O:16]([C:23]1[CH:24]=[C:25]([N:29]2[CH2:30][CH:31]([C:32]([F:33])([F:34])[F:35])[O:11][CH:10]2[C:9]2[CH:12]=[CH:13][CH:14]=[C:7]([O:6][C:2]([F:15])([F:1])[CH:3]([F:4])[F:5])[CH:8]=2)[CH:26]=[CH:27][CH:28]=1)[C:17]1[CH:18]=[CH:19][CH:20]=[CH:21][CH:22]=1. The yield is 0.920. (7) The reactants are [CH2:1]([O:8][C:9](=[O:24])[NH:10][C:11]1[CH:16]=[CH:15][C:14]([CH2:17][CH2:18]O)=[C:13]([C:20]([F:23])([F:22])[F:21])[CH:12]=1)[C:2]1[CH:7]=[CH:6][CH:5]=[CH:4][CH:3]=1.CCN(S(F)(F)[F:31])CC. The catalyst is C(Cl)Cl. The product is [CH2:1]([O:8][C:9](=[O:24])[NH:10][C:11]1[CH:16]=[CH:15][C:14]([CH2:17][CH2:18][F:31])=[C:13]([C:20]([F:23])([F:22])[F:21])[CH:12]=1)[C:2]1[CH:7]=[CH:6][CH:5]=[CH:4][CH:3]=1. The yield is 0.450.